Dataset: Reaction yield outcomes from USPTO patents with 853,638 reactions. Task: Predict the reaction yield, written as a fraction of the theoretical maximum amount of product (1.0 means a 100% yield; for example, 0.34 means a 34% yield). The reactants are [CH:1]12[N:8]([C:9]3[CH:10]=[CH:11][C:12]([NH:15][C:16]4[C:17](=[O:24])[N:18]([CH3:23])[CH:19]=[C:20]([Br:22])[CH:21]=4)=[N:13][CH:14]=3)[CH:5]([CH2:6][CH2:7]1)[CH2:4][NH:3][CH2:2]2.[O:25]1[CH2:28][C:27](=O)[CH2:26]1.[BH3-]C#N.[Na+].O. The catalyst is CO.[Cl-].[Zn+2].[Cl-]. The product is [Br:22][C:20]1[CH:21]=[C:16]([NH:15][C:12]2[CH:11]=[CH:10][C:9]([N:8]3[CH:5]4[CH2:6][CH2:7][CH:1]3[CH2:2][N:3]([CH:27]3[CH2:28][O:25][CH2:26]3)[CH2:4]4)=[CH:14][N:13]=2)[C:17](=[O:24])[N:18]([CH3:23])[CH:19]=1. The yield is 0.840.